Dataset: Forward reaction prediction with 1.9M reactions from USPTO patents (1976-2016). Task: Predict the product of the given reaction. (1) Given the reactants [Br:1][C:2]1[CH:7]=[CH:6][N:5]=[C:4]([NH2:8])[CH:3]=1.Br[CH2:10][C:11]([C:13]1[O:14][CH:15]=[CH:16][CH:17]=1)=O, predict the reaction product. The product is: [Br:1][C:2]1[CH:7]=[CH:6][N:5]2[CH:10]=[C:11]([C:13]3[O:14][CH:15]=[CH:16][CH:17]=3)[N:8]=[C:4]2[CH:3]=1. (2) Given the reactants [F:1][C:2]1[CH:7]=[CH:6][CH:5]=[C:4]([CH:8](O)[CH3:9])[C:3]=1[OH:11], predict the reaction product. The product is: [CH2:8]([C:4]1[CH:5]=[CH:6][CH:7]=[C:2]([F:1])[C:3]=1[OH:11])[CH3:9].